Dataset: Full USPTO retrosynthesis dataset with 1.9M reactions from patents (1976-2016). Task: Predict the reactants needed to synthesize the given product. (1) The reactants are: [CH3:1][C:2]1[CH:3]=[C:4]([CH:19]=[CH:20][C:21]=1[CH3:22])[C:5]([C:7]1[C:16](=[O:17])[C:15]2[C:10](=[CH:11][CH:12]=[C:13]([CH3:18])[N:14]=2)[NH:9][CH:8]=1)=[O:6].[H-].[Na+].[CH3:25][C:26]1[CH:31]=[CH:30][CH:29]=[C:28]([CH2:32]Br)[N:27]=1. Given the product [CH3:1][C:2]1[CH:3]=[C:4]([CH:19]=[CH:20][C:21]=1[CH3:22])[C:5]([C:7]1[C:16](=[O:17])[C:15]2[C:10](=[CH:11][CH:12]=[C:13]([CH3:18])[N:14]=2)[N:9]([CH2:25][C:26]2[CH:31]=[CH:30][CH:29]=[C:28]([CH3:32])[N:27]=2)[CH:8]=1)=[O:6], predict the reactants needed to synthesize it. (2) Given the product [NH:31]1[C:32]2[C:28](=[C:27]([C:2]3[N:3]=[C:4]([N:13]4[CH2:18][CH2:17][O:16][CH2:15][CH2:14]4)[C:5]4[S:10][C:9]([CH:11]=[O:12])=[N:8][C:6]=4[N:7]=3)[CH:35]=[CH:34][CH:33]=2)[CH:29]=[N:30]1, predict the reactants needed to synthesize it. The reactants are: Cl[C:2]1[N:3]=[C:4]([N:13]2[CH2:18][CH2:17][O:16][CH2:15][CH2:14]2)[C:5]2[S:10][C:9]([CH:11]=[O:12])=[N:8][C:6]=2[N:7]=1.CC1(C)C(C)(C)OB([C:27]2[CH:35]=[CH:34][CH:33]=[C:32]3[C:28]=2[CH:29]=[N:30][NH:31]3)O1.C(=O)([O-])[O-].[Na+].[Na+].C(O)C. (3) Given the product [CH2:1]([S:8][C:9]1[CH:10]=[C:11]2[C:16](=[CH:17][CH:18]=1)[CH:15]([C:19]1[CH:24]=[CH:23][C:22]([C:25]([F:28])([F:27])[F:26])=[CH:21][C:20]=1[O:29][CH3:30])[N:14]([C:31]([O:33][C:34]([CH3:37])([CH3:36])[CH3:35])=[O:32])[CH2:13][CH2:12]2)[C:2]1[CH:7]=[CH:6][CH:5]=[CH:4][CH:3]=1, predict the reactants needed to synthesize it. The reactants are: [CH2:1]([S:8][C:9]1[CH:10]=[C:11]2[C:16](=[CH:17][CH:18]=1)[CH:15]([C:19]1[CH:24]=[CH:23][C:22]([C:25]([F:28])([F:27])[F:26])=[CH:21][C:20]=1[O:29][CH3:30])[NH:14][CH2:13][CH2:12]2)[C:2]1[CH:7]=[CH:6][CH:5]=[CH:4][CH:3]=1.[C:31](O[C:31]([O:33][C:34]([CH3:37])([CH3:36])[CH3:35])=[O:32])([O:33][C:34]([CH3:37])([CH3:36])[CH3:35])=[O:32].C(N(CC)CC)C.CN(C1C=CC=CN=1)C. (4) Given the product [C:29]1([C:28]2([CH2:27][CH2:26][CH2:25][CH2:24][O:23][C:21](=[O:22])[CH2:20][O:13][C:14]3[CH:15]=[CH:16][CH:17]=[CH:18][CH:19]=3)[O:10][CH2:9][CH2:8][O:35]2)[CH:34]=[CH:33][CH:32]=[CH:31][CH:30]=1, predict the reactants needed to synthesize it. The reactants are: CCCCCCC.[CH3:8][CH2:9][O:10]CC.[O:13]([CH2:20][C:21]([O:23][CH2:24][CH2:25][CH2:26][CH2:27][C:28](=[O:35])[C:29]1[CH:34]=[CH:33][CH:32]=[CH:31][CH:30]=1)=[O:22])[C:14]1[CH:19]=[CH:18][CH:17]=[CH:16][CH:15]=1. (5) Given the product [C:1]1([C:7]2[N:11]=[CH:10][N:9]([C:13]3[CH:18]=[CH:17][CH:16]=[CH:15][N:14]=3)[N:8]=2)[CH:2]=[CH:3][CH:4]=[CH:5][CH:6]=1, predict the reactants needed to synthesize it. The reactants are: [C:1]1([C:7]2[N:11]=[CH:10][NH:9][N:8]=2)[CH:6]=[CH:5][CH:4]=[CH:3][CH:2]=1.Cl[C:13]1[CH:18]=[CH:17][CH:16]=[CH:15][N:14]=1. (6) Given the product [Cl:1][C:2]1[C:3]([N+:9]([O-:11])=[O:10])=[CH:4][CH:5]=[C:6]([O:8][C:13]2([S:16][C:17]3[CH:22]=[CH:21][CH:20]=[CH:19][CH:18]=3)[CH2:15][CH2:14]2)[N:7]=1, predict the reactants needed to synthesize it. The reactants are: [Cl:1][C:2]1[N:7]=[C:6]([OH:8])[CH:5]=[CH:4][C:3]=1[N+:9]([O-:11])=[O:10].I[C:13]1([S:16][C:17]2[CH:22]=[CH:21][CH:20]=[CH:19][CH:18]=2)[CH2:15][CH2:14]1. (7) Given the product [O:25]=[C:24]1[C:23]([CH:22]([NH:21][C:19]([CH:14]2[CH2:18][CH2:17][CH2:16][CH2:15]2)=[O:20])[CH2:30][CH3:31])=[N:12][N:9]=[C:8]([C:5]2[CH:6]=[CH:7][N:2]=[CH:3][CH:4]=2)[NH:10]1, predict the reactants needed to synthesize it. The reactants are: Cl.[N:2]1[CH:7]=[CH:6][C:5]([C:8](=[NH:10])[NH2:9])=[CH:4][CH:3]=1.O.[NH2:12]N.[CH:14]1([C:19]([NH:21][CH:22]([CH2:30][CH3:31])[C:23](=O)[C:24](OCC)=[O:25])=[O:20])[CH2:18][CH2:17][CH2:16][CH2:15]1. (8) Given the product [CH3:1][S:2]([O:36][CH2:35][C@@H:34]([NH:33][C:8]1[C:7]([F:6])=[CH:12][N:11]=[C:10]([C:13]2[C:21]3[C:16](=[N:17][CH:18]=[C:19]([F:22])[CH:20]=3)[N:15]([S:23]([C:26]3[CH:32]=[CH:31][C:29]([CH3:30])=[CH:28][CH:27]=3)(=[O:24])=[O:25])[CH:14]=2)[CH:9]=1)[C:37]([CH3:40])([CH3:39])[CH3:38])(=[O:4])=[O:3], predict the reactants needed to synthesize it. The reactants are: [CH3:1][S:2](Cl)(=[O:4])=[O:3].[F:6][C:7]1[C:8]([NH:33][C@@H:34]([C:37]([CH3:40])([CH3:39])[CH3:38])[CH2:35][OH:36])=[CH:9][C:10]([C:13]2[C:21]3[C:16](=[N:17][CH:18]=[C:19]([F:22])[CH:20]=3)[N:15]([S:23]([C:26]3[CH:32]=[CH:31][C:29]([CH3:30])=[CH:28][CH:27]=3)(=[O:25])=[O:24])[CH:14]=2)=[N:11][CH:12]=1.C(N(CC)CC)C. (9) Given the product [N:22]1[C:21]2[C:30](=[CH:29][CH:28]=[CH:27][CH:26]=2)[CH:25]=[CH:24][N:23]=1, predict the reactants needed to synthesize it. The reactants are: N1C2C(=CC=CC=2)C=NC=1.N1C2C(=CC=CC=2)N=CC=1.[CH:21]1[C:30]2[C:25](=[CH:26][CH:27]=[CH:28][CH:29]=2)[CH:24]=[N:23][N:22]=1.N1C2C(=CC=CN=2)C=CC=1. (10) Given the product [CH3:23][CH:20]1[CH2:21][CH2:22][N:17]([CH2:16][C:13]2[CH:14]=[CH:15][C:10]([NH:9][C:7](=[O:8])[C:6]3[CH:24]=[C:2]([NH:37][C:33]4[N:32]=[C:31]([C:25]5[CH:30]=[CH:29][CH:28]=[CH:27][CH:26]=5)[CH:36]=[CH:35][N:34]=4)[CH:3]=[N:4][CH:5]=3)=[CH:11][CH:12]=2)[CH2:18][CH2:19]1, predict the reactants needed to synthesize it. The reactants are: Br[C:2]1[CH:3]=[N:4][CH:5]=[C:6]([CH:24]=1)[C:7]([NH:9][C:10]1[CH:15]=[CH:14][C:13]([CH2:16][N:17]2[CH2:22][CH2:21][CH:20]([CH3:23])[CH2:19][CH2:18]2)=[CH:12][CH:11]=1)=[O:8].[C:25]1([C:31]2[CH:36]=[CH:35][N:34]=[C:33]([NH2:37])[N:32]=2)[CH:30]=[CH:29][CH:28]=[CH:27][CH:26]=1.CC1(C)C2C(=C(P(C3C=CC=CC=3)C3C=CC=CC=3)C=CC=2)OC2C(P(C3C=CC=CC=3)C3C=CC=CC=3)=CC=CC1=2.